Dataset: Full USPTO retrosynthesis dataset with 1.9M reactions from patents (1976-2016). Task: Predict the reactants needed to synthesize the given product. (1) Given the product [Br:1][C:2]1[C:7]([CH:8]([OH:9])[CH3:10])=[CH:6][CH:5]=[CH:4][N:3]=1, predict the reactants needed to synthesize it. The reactants are: [Br:1][C:2]1[C:7]([CH:8]=[O:9])=[CH:6][CH:5]=[CH:4][N:3]=1.[CH3:10][Mg]Br. (2) The reactants are: C[Si]([C:5]#[C:6][C:7]1[CH:12]=[CH:11][C:10]([C:13]#[C:14][C:15]2[CH:20]=[CH:19][C:18]([CH3:21])=[CH:17][CH:16]=2)=[CH:9][CH:8]=1)(C)C.C(=O)([O-])[O-].[K+].[K+].CO. Given the product [C:6]([C:7]1[CH:12]=[CH:11][C:10]([C:13]#[C:14][C:15]2[CH:16]=[CH:17][C:18]([CH3:21])=[CH:19][CH:20]=2)=[CH:9][CH:8]=1)#[CH:5], predict the reactants needed to synthesize it. (3) Given the product [C:1]([CH:3]1[CH2:4][N:5]([C:7](=[O:39])[C@H:8]([NH:10][C:11]([C:13]2[C:21]3[C:16](=[N:17][CH:18]=[C:19]([C:22]4[CH:30]=[CH:29][CH:28]=[C:24]([C:25](=[O:26])[NH:55][CH:50]([CH3:51])[CH3:49])[CH:23]=4)[N:20]=3)[N:15]([CH2:31][O:32][CH2:33][CH2:34][Si:35]([CH3:37])([CH3:36])[CH3:38])[CH:14]=2)=[O:12])[CH3:9])[CH2:6]1)#[N:2], predict the reactants needed to synthesize it. The reactants are: [C:1]([CH:3]1[CH2:6][N:5]([C:7](=[O:39])[C@H:8]([NH:10][C:11]([C:13]2[C:21]3[C:16](=[N:17][CH:18]=[C:19]([C:22]4[CH:23]=[C:24]([CH:28]=[CH:29][CH:30]=4)[C:25](O)=[O:26])[N:20]=3)[N:15]([CH2:31][O:32][CH2:33][CH2:34][Si:35]([CH3:38])([CH3:37])[CH3:36])[CH:14]=2)=[O:12])[CH3:9])[CH2:4]1)#[N:2].CN(C(ON1N=[N:55][C:50]2[CH:51]=CC=N[C:49]1=2)=[N+](C)C)C.F[P-](F)(F)(F)(F)F.C(N)(C)C. (4) Given the product [OH:2][CH2:3][C:5]1[C:14]2[C:9](=[CH:10][CH:11]=[C:12]([O:15][CH3:16])[CH:13]=2)[N:8]=[CH:7][C:6]=1[OH:17], predict the reactants needed to synthesize it. The reactants are: C[O:2][C:3]([C:5]1[C:14]2[C:9](=[CH:10][CH:11]=[C:12]([O:15][CH3:16])[CH:13]=2)[N:8]=[CH:7][C:6]=1[OH:17])=O.[H-].[Al+3].[Li+].[H-].[H-].[H-]. (5) Given the product [C:1]([O:5][C:6]([N:8]1[CH2:9][CH2:10][N:11]([CH2:14][C:15]2[C:20]([C:21]([F:23])([F:22])[F:24])=[CH:19][C:18]([C:25]([O:27][CH2:28][CH3:29])=[O:26])=[CH:17][C:16]=2[Cl:31])[CH2:12][CH2:13]1)=[O:7])([CH3:4])([CH3:3])[CH3:2], predict the reactants needed to synthesize it. The reactants are: [C:1]([O:5][C:6]([N:8]1[CH2:13][CH2:12][N:11]([CH2:14][C:15]2[C:20]([C:21]([F:24])([F:23])[F:22])=[CH:19][C:18]([C:25]([O:27][CH2:28][CH3:29])=[O:26])=[C:17](N)[C:16]=2[Cl:31])[CH2:10][CH2:9]1)=[O:7])([CH3:4])([CH3:3])[CH3:2].C(OC(=O)C1C=CC(C=O)=C(C(F)(F)F)C=1)C. (6) The reactants are: [F:1][C:2]1[CH:7]=[CH:6][C:5]([CH2:8][CH2:9][NH:10][CH2:11][C:12]2[CH:27]=[CH:26][C:15]([O:16][C:17]3[CH:25]=[CH:24][C:20]([C:21]([NH2:23])=[O:22])=[CH:19][N:18]=3)=[C:14]([O:28][CH3:29])[CH:13]=2)=[CH:4][CH:3]=1.[CH3:30][S:31]([OH:34])(=[O:33])=[O:32]. Given the product [CH3:30][S:31]([OH:34])(=[O:33])=[O:32].[F:1][C:2]1[CH:3]=[CH:4][C:5]([CH2:8][CH2:9][NH:10][CH2:11][C:12]2[CH:27]=[CH:26][C:15]([O:16][C:17]3[CH:25]=[CH:24][C:20]([C:21]([NH2:23])=[O:22])=[CH:19][N:18]=3)=[C:14]([O:28][CH3:29])[CH:13]=2)=[CH:6][CH:7]=1, predict the reactants needed to synthesize it. (7) Given the product [Br:1][C:2]1[CH:3]=[C:4]([C:5]([Br:8])=[CH:6][CH:7]=1)[CH2:9][Br:10], predict the reactants needed to synthesize it. The reactants are: [Br:1][C:2]1[CH:3]=[C:4]([CH3:9])[C:5]([Br:8])=[CH:6][CH:7]=1.[Br:10]Br.